From a dataset of Reaction yield outcomes from USPTO patents with 853,638 reactions. Predict the reaction yield, written as a fraction of the theoretical maximum amount of product (1.0 means a 100% yield; for example, 0.34 means a 34% yield). (1) The reactants are [F:1][C:2]1[CH:3]=[C:4]([C:22]2[C:23]([C:28]#[N:29])=[CH:24][CH:25]=[CH:26][CH:27]=2)[CH:5]=[CH:6][C:7]=1[CH2:8][C:9]1[C:10](=[O:21])[NH:11][C:12]2[N:13]([N:18]=[CH:19][N:20]=2)[C:14]=1[CH2:15][CH2:16][CH3:17].I[CH2:31][CH3:32].[C:33](=[O:36])([O-])[O-:34].[K+].[K+].[Cl-].O[NH3+:41].C(=O)([O-])O.[Na+]. The catalyst is C(OCC)(=O)C.CS(C)=O.CN(C)C=O. The product is [CH2:31]([N:11]1[C:10](=[O:21])[C:9]([CH2:8][C:7]2[CH:6]=[CH:5][C:4]([C:22]3[CH:27]=[CH:26][CH:25]=[CH:24][C:23]=3[C:28]3[NH:41][C:33](=[O:36])[O:34][N:29]=3)=[CH:3][C:2]=2[F:1])=[C:14]([CH2:15][CH2:16][CH3:17])[N:13]2[N:18]=[CH:19][N:20]=[C:12]12)[CH3:32]. The yield is 0.0800. (2) The reactants are [CH2:1]([O:8][C:9]([NH:11][C:12]([CH3:17])([C:14](O)=[O:15])[CH3:13])=[O:10])[C:2]1[CH:7]=[CH:6][CH:5]=[CH:4][CH:3]=1.[CH3:18][NH:19][CH3:20]. The catalyst is O1CCCC1. The product is [CH2:1]([O:8][C:9](=[O:10])[NH:11][C:12]([C:14](=[O:15])[N:19]([CH3:20])[CH3:18])([CH3:17])[CH3:13])[C:2]1[CH:7]=[CH:6][CH:5]=[CH:4][CH:3]=1. The yield is 0.960. (3) The reactants are CN(C)C([S:5][C:6]1[CH:7]=[CH:8][C:9]2[O:13][CH:12]=[CH:11][C:10]=2[CH:14]=1)=O.[OH-].[K+].Cl.O. The catalyst is CO. The product is [SH:5][C:6]1[CH:7]=[CH:8][C:9]2[O:13][CH:12]=[CH:11][C:10]=2[CH:14]=1. The yield is 0.970. (4) The reactants are [Cl:1][C:2]1[NH:3][C:4]2[CH:10]=[C:9]([Cl:11])[C:8]([Cl:12])=[CH:7][C:5]=2[N:6]=1.[O:13]1[CH:18]=[CH:17][CH2:16][CH2:15][CH2:14]1.C12(CS(O)(=O)=O)C(C)(C)C(CC1)CC2=O.[OH-].[Na+]. The catalyst is O1CCCC1. The product is [Cl:1][C:2]1[N:3]([CH:14]2[CH2:15][CH2:16][CH2:17][CH2:18][O:13]2)[C:4]2[CH:10]=[C:9]([Cl:11])[C:8]([Cl:12])=[CH:7][C:5]=2[N:6]=1. The yield is 0.0900. (5) The product is [F:14][C:13]1[C:7]2[O:6][CH:5]([CH2:4][NH2:1])[CH2:9][C:8]=2[CH:10]=[C:11]([C:15]2[CH:20]=[CH:19][CH:18]=[CH:17][C:16]=2[CH3:21])[CH:12]=1. The reactants are [N:1]([CH2:4][CH:5]1[CH2:9][C:8]2[CH:10]=[C:11]([C:15]3[CH:20]=[CH:19][CH:18]=[CH:17][C:16]=3[CH3:21])[CH:12]=[C:13]([F:14])[C:7]=2[O:6]1)=[N+]=[N-].C1(P(C2C=CC=CC=2)C2C=CC=CC=2)C=CC=CC=1. The yield is 0.220. No catalyst specified. (6) The product is [Br:1][C:2]1[CH:7]=[CH:6][C:5]([CH2:8][N:24]2[CH:17]3[CH2:23][CH2:22][CH:21]2[CH2:20][C:19](=[O:25])[CH2:18]3)=[CH:4][CH:3]=1. The yield is 0.900. The reactants are [Br:1][C:2]1[CH:7]=[CH:6][C:5]([CH2:8]Br)=[CH:4][CH:3]=1.C(N(CC)CC)C.[CH:17]12[NH:24][CH:21]([CH2:22][CH2:23]1)[CH2:20][C:19](=[O:25])[CH2:18]2. The catalyst is C1COCC1.